Dataset: Forward reaction prediction with 1.9M reactions from USPTO patents (1976-2016). Task: Predict the product of the given reaction. (1) Given the reactants C([O:5][C:6](=[O:32])[CH2:7][N:8]1[C:17](=[O:18])[C:16]2[C:11](=[CH:12][CH:13]=[CH:14][CH:15]=2)[N:10]([CH2:19][C:20](=[O:30])[NH:21][C:22]2[CH:27]=[C:26]([Cl:28])[N:25]=[C:24]([Cl:29])[CH:23]=2)[C:9]1=[O:31])(C)(C)C.C(O)(C(F)(F)F)=O, predict the reaction product. The product is: [Cl:28][C:26]1[CH:27]=[C:22]([NH:21][C:20]([CH2:19][N:10]2[C:11]3[C:16](=[CH:15][CH:14]=[CH:13][CH:12]=3)[C:17](=[O:18])[N:8]([CH2:7][C:6]([OH:32])=[O:5])[C:9]2=[O:31])=[O:30])[CH:23]=[C:24]([Cl:29])[N:25]=1. (2) Given the reactants [CH3:1][O:2][C:3]1[CH:4]=[C:5]2[C:10](=[CH:11][C:12]=1[O:13][CH3:14])[N:9]=[CH:8][CH:7]=[C:6]2[O:15][C:16]1[C:22]([CH3:23])=[CH:21][C:19]([NH2:20])=[C:18]([CH3:24])[CH:17]=1.C1(C)C=CC=CC=1.C(N(CC)CC)C.ClC(Cl)(O[C:43](=[O:49])[O:44][C:45](Cl)(Cl)Cl)Cl.[F:51][C:52]1[CH:62]=[CH:61][CH:60]=[CH:59][C:53]=1[O:54][CH2:55][CH2:56]CO, predict the reaction product. The product is: [CH3:1][O:2][C:3]1[CH:4]=[C:5]2[C:10](=[CH:11][C:12]=1[O:13][CH3:14])[N:9]=[CH:8][CH:7]=[C:6]2[O:15][C:16]1[C:22]([CH3:23])=[CH:21][C:19]([NH:20][C:43](=[O:49])[O:44][CH2:45][CH2:56][CH2:55][O:54][C:53]2[CH:59]=[CH:60][CH:61]=[CH:62][C:52]=2[F:51])=[C:18]([CH3:24])[CH:17]=1.